Dataset: Forward reaction prediction with 1.9M reactions from USPTO patents (1976-2016). Task: Predict the product of the given reaction. (1) The product is: [CH:25]([C:21]1[CH:20]=[C:19]([C:16]2([N:12]3[CH2:11][C@H:10]([C@@H:9]([NH:28][C:29](=[O:31])[CH3:30])[CH2:8][C:5]4[CH:6]=[CH:7][C:2]([NH:1][C:33]5[CH:38]=[C:37]([C:39]6[CH:44]=[CH:43][CH:42]=[CH:41][CH:40]=6)[CH:36]=[CH:35][N:34]=5)=[CH:3][CH:4]=4)[O:14][C:13]3=[O:15])[CH2:18][CH2:17]2)[CH:24]=[CH:23][CH:22]=1)([CH3:27])[CH3:26]. Given the reactants [NH2:1][C:2]1[CH:7]=[CH:6][C:5]([CH2:8][C@H:9]([NH:28][C:29](=[O:31])[CH3:30])[C@@H:10]2[O:14][C:13](=[O:15])[N:12]([C:16]3([C:19]4[CH:24]=[CH:23][CH:22]=[C:21]([CH:25]([CH3:27])[CH3:26])[CH:20]=4)[CH2:18][CH2:17]3)[CH2:11]2)=[CH:4][CH:3]=1.Cl[C:33]1[CH:38]=[C:37]([C:39]2[CH:44]=[CH:43][CH:42]=[CH:41][CH:40]=2)[CH:36]=[CH:35][N:34]=1.C1(P(C2CCCCC2)C2C=CC=CC=2C2C=CC=CC=2N(C)C)CCCCC1.CC(C)([O-])C.[Na+], predict the reaction product. (2) Given the reactants [N+:1](/[CH:4]=[CH:5]/[C:6]1[CH:11]=[CH:10][CH:9]=[CH:8][CH:7]=1)([O-])=O.Cl.[NH2:13][CH2:14][CH2:15][C:16]([O:18][CH2:19][CH3:20])=[O:17].C(N(CC)C(C)C)(C)C, predict the reaction product. The product is: [NH2:1][CH2:4][CH:5]([NH:13][CH2:14][CH2:15][C:16]([O:18][CH2:19][CH3:20])=[O:17])[C:6]1[CH:11]=[CH:10][CH:9]=[CH:8][CH:7]=1. (3) Given the reactants CS(C)=O.C(Cl)(=O)C(Cl)=O.[OH:11][CH2:12][CH2:13][N:14]([CH3:57])[C:15](=[O:56])[C:16]1[CH:55]=[CH:54][CH:53]=[C:18]([C:19]([NH:21][C:22]2[CH:27]=[CH:26][C:25]([N:28]3[CH2:33][CH2:32][CH2:31][CH2:30][CH2:29]3)=[CH:24][C:23]=2[C:34]2[CH:39]=[C:38]([C:40](=[O:52])[NH:41][C@@H:42]3[C:51]4[C:46](=[CH:47][CH:48]=[CH:49][CH:50]=4)[CH2:45][CH2:44][CH2:43]3)[CH:37]=[CH:36][N:35]=2)=[O:20])[CH:17]=1.C(N(CC)CC)C, predict the reaction product. The product is: [CH3:57][N:14]([CH2:13][CH:12]=[O:11])[C:15](=[O:56])[C:16]1[CH:55]=[CH:54][CH:53]=[C:18]([C:19]([NH:21][C:22]2[CH:27]=[CH:26][C:25]([N:28]3[CH2:33][CH2:32][CH2:31][CH2:30][CH2:29]3)=[CH:24][C:23]=2[C:34]2[CH:39]=[C:38]([C:40](=[O:52])[NH:41][C@@H:42]3[C:51]4[C:46](=[CH:47][CH:48]=[CH:49][CH:50]=4)[CH2:45][CH2:44][CH2:43]3)[CH:37]=[CH:36][N:35]=2)=[O:20])[CH:17]=1. (4) Given the reactants [OH:1][C:2]1[C:3]([C:12]([NH:14][C:15]2[CH:20]=[C:19]([C:21]([F:24])([F:23])[F:22])[CH:18]=[C:17]([C:25]([F:28])([F:27])[F:26])[CH:16]=2)=[O:13])=[CH:4][C:5]2[C:10]([CH:11]=1)=[CH:9][CH:8]=[CH:7][CH:6]=2.[N:29]1([C:35](Cl)=[O:36])[CH2:34][CH2:33][O:32][CH2:31][CH2:30]1, predict the reaction product. The product is: [O:32]1[CH2:33][CH2:34][N:29]([C:35]([O:1][C:2]2[CH:11]=[CH:10][C:9]3[C:4](=[CH:5][CH:6]=[CH:7][CH:8]=3)[C:3]=2[C:12]([NH:14][C:15]2[CH:20]=[C:19]([C:21]([F:24])([F:22])[F:23])[CH:18]=[C:17]([C:25]([F:27])([F:26])[F:28])[CH:16]=2)=[O:13])=[O:36])[CH2:30][CH2:31]1.